Dataset: Reaction yield outcomes from USPTO patents with 853,638 reactions. Task: Predict the reaction yield, written as a fraction of the theoretical maximum amount of product (1.0 means a 100% yield; for example, 0.34 means a 34% yield). (1) The reactants are [CH3:1][O:2][C:3]1[CH:4]=[C:5](/[CH:15]=[CH:16]/[C:17]([N:19]2[CH2:23][CH:22]([C:24]3[CH:29]=[CH:28][CH:27]=[CH:26][CH:25]=3)[CH:21]([CH:30]=O)[CH2:20]2)=[O:18])[CH:6]=[CH:7][C:8]=1[N:9]1[CH:13]=[C:12]([CH3:14])[N:11]=[CH:10]1.Cl.[NH2:33][OH:34].C([O-])(=O)C.[Na+].O.C(=O)(O)[O-].[Na+]. The catalyst is C(OCC)(=O)C.C(O)C. The product is [CH3:1][O:2][C:3]1[CH:4]=[C:5]([CH:15]=[CH:16][C:17]([N:19]2[CH2:23][CH:22]([C:24]3[CH:25]=[CH:26][CH:27]=[CH:28][CH:29]=3)[CH:21](/[CH:30]=[N:33]/[OH:34])[CH2:20]2)=[O:18])[CH:6]=[CH:7][C:8]=1[N:9]1[CH:13]=[C:12]([CH3:14])[N:11]=[CH:10]1. The yield is 0.460. (2) The reactants are [Cl:1][C:2]1[CH:3]=[C:4]([C:9]2([C:14]([F:17])([F:16])[F:15])[CH2:13][CH2:12][NH:11][CH2:10]2)[CH:5]=[C:6]([Cl:8])[CH:7]=1.Cl[C:19]1[S:20][C:21]2[C:27](=[O:28])[CH2:26][CH2:25][CH2:24][C:22]=2[N:23]=1.C(=O)([O-])[O-].[K+].[K+].CN(C)C=O. The catalyst is O. The product is [Cl:8][C:6]1[CH:5]=[C:4]([C:9]2([C:14]([F:17])([F:16])[F:15])[CH2:13][CH2:12][N:11]([C:19]3[S:20][C:21]4[C:27](=[O:28])[CH2:26][CH2:25][CH2:24][C:22]=4[N:23]=3)[CH2:10]2)[CH:3]=[C:2]([Cl:1])[CH:7]=1. The yield is 0.862. (3) The reactants are [CH3:1][N:2]1[CH2:7][CH2:6][N:5]([CH2:8][CH2:9][C:10]2[CH:15]=[CH:14][C:13]([N+:16]([O-])=O)=[C:12]([O:19][CH2:20][CH3:21])[CH:11]=2)[CH2:4][CH2:3]1. The catalyst is CCOC(C)=O.CO. The product is [CH2:20]([O:19][C:12]1[CH:11]=[C:10]([CH2:9][CH2:8][N:5]2[CH2:6][CH2:7][N:2]([CH3:1])[CH2:3][CH2:4]2)[CH:15]=[CH:14][C:13]=1[NH2:16])[CH3:21]. The yield is 1.00. (4) The reactants are [Cl:1][C:2]1[CH:7]=[CH:6][C:5]([OH:8])=[CH:4][N:3]=1.C(=O)([O-])[O-].[Cs+].[Cs+].[CH2:15](Br)[C:16]1[CH:21]=[CH:20][CH:19]=[CH:18][CH:17]=1. The catalyst is CN(C=O)C.O. The product is [CH2:15]([O:8][C:5]1[CH:6]=[CH:7][C:2]([Cl:1])=[N:3][CH:4]=1)[C:16]1[CH:21]=[CH:20][CH:19]=[CH:18][CH:17]=1. The yield is 0.790.